From a dataset of Forward reaction prediction with 1.9M reactions from USPTO patents (1976-2016). Predict the product of the given reaction. (1) Given the reactants Br[C:2]1[CH:3]=[C:4]2[C:9](=[CH:10][CH:11]=1)[C:8](=[O:12])[NH:7][N:6]=[C:5]2[Cl:13].[CH3:14][C@H:15]1[NH:20][CH2:19][CH2:18][N:17]([C:21]2[CH:28]=[CH:27][CH:26]=[CH:25][C:22]=2[CH2:23][NH2:24])[CH2:16]1.C1C=CC(P(C2C(C3C(P(C4C=CC=CC=4)C4C=CC=CC=4)=CC=C4C=3C=CC=C4)=C3C(C=CC=C3)=CC=2)C2C=CC=CC=2)=CC=1.CC([O-])(C)C.[Na+], predict the reaction product. The product is: [Cl:13][C:5]1[CH:4]2[CH:9]([CH:10]=[CH:11][C:2]([NH:24][CH2:23][C:22]3[CH:25]=[CH:26][CH:27]=[CH:28][C:21]=3[N:17]3[CH2:18][CH2:19][NH:20][C@H:15]([CH3:14])[CH2:16]3)=[CH:3]2)[C:8](=[O:12])[NH:7][N:6]=1. (2) Given the reactants [CH3:1][C:2]1[N:7]=[CH:6][C:5]([OH:8])=[CH:4][CH:3]=1.C([O-])([O-])=O.[Na+].[Na+].[I:15]I, predict the reaction product. The product is: [I:15][C:6]1[C:5]([OH:8])=[CH:4][CH:3]=[C:2]([CH3:1])[N:7]=1.